From a dataset of Full USPTO retrosynthesis dataset with 1.9M reactions from patents (1976-2016). Predict the reactants needed to synthesize the given product. (1) Given the product [CH2:18]([O:17][C:16]1[NH:11][C:10]2[CH:9]=[CH:8][CH:7]=[C:3]([C:4]([OH:6])=[O:5])[C:2]=2[N:1]=1)[CH3:19], predict the reactants needed to synthesize it. The reactants are: [NH2:1][C:2]1[C:10]([NH2:11])=[CH:9][CH:8]=[CH:7][C:3]=1[C:4]([OH:6])=[O:5].C(O)(=O)C.[CH:16](OCC)(OCC)[O:17][CH2:18][CH3:19]. (2) Given the product [BrH:17].[Br:17][CH2:15][CH2:14][C:9]1([C:6]2[CH:5]=[CH:4][C:3]([OH:2])=[N:8][CH:7]=2)[CH2:13][CH2:12][NH:11][CH2:10]1, predict the reactants needed to synthesize it. The reactants are: C[O:2][C:3]1[N:8]=[CH:7][C:6]([C:9]2([CH2:14][CH2:15]O)[CH2:13][CH2:12][NH:11][CH2:10]2)=[CH:5][CH:4]=1.[BrH:17]. (3) Given the product [Cl:1][C:2]1[CH:3]=[C:4]([C:9]2([C:22]([F:23])([F:25])[F:24])[O:13][N:12]=[C:11]([C:14]3[CH:15]=[CH:16][C:17]([CH3:21])=[C:18]([NH:19][C:31](=[O:32])[C:30]4[CH:34]=[CH:35][CH:36]=[CH:37][C:29]=4[N+:26]([O-:28])=[O:27])[CH:20]=3)[CH2:10]2)[CH:5]=[C:6]([Cl:8])[CH:7]=1, predict the reactants needed to synthesize it. The reactants are: [Cl:1][C:2]1[CH:3]=[C:4]([C:9]2([C:22]([F:25])([F:24])[F:23])[O:13][N:12]=[C:11]([C:14]3[CH:15]=[CH:16][C:17]([CH3:21])=[C:18]([CH:20]=3)[NH2:19])[CH2:10]2)[CH:5]=[C:6]([Cl:8])[CH:7]=1.[N+:26]([C:29]1[CH:37]=[CH:36][CH:35]=[CH:34][C:30]=1[C:31](O)=[O:32])([O-:28])=[O:27].Cl.C(N(CC)CCCN=C=NCC)C.C(=O)([O-])O.[Na+]. (4) Given the product [CH2:1]([O:3][C:4]([C:5]1[CH:6]=[C:7]([CH3:8])[O:19][C:10]=1[C:11]1[CH:16]=[CH:15][CH:14]=[C:13]([O:17][CH3:18])[CH:12]=1)=[O:20])[CH3:2], predict the reactants needed to synthesize it. The reactants are: [CH2:1]([O:3][C:4](=[O:20])[CH:5]([C:10](=[O:19])[C:11]1[CH:16]=[CH:15][CH:14]=[C:13]([O:17][CH3:18])[CH:12]=1)[CH2:6][C:7](=O)[CH3:8])[CH3:2].Cl.C(=O)(O)[O-].[Na+].CCCCCC.CCOC(C)=O. (5) Given the product [CH:5]([N:8]([C:1]([Cl:4])=[O:2])[NH:9][C:10](=[O:12])[CH3:11])([CH3:7])[CH3:6], predict the reactants needed to synthesize it. The reactants are: [C:1]([Cl:4])(Cl)=[O:2].[CH:5]([NH:8][NH:9][C:10](=[O:12])[CH3:11])([CH3:7])[CH3:6]. (6) Given the product [Cl:18][C:19]1[CH:20]=[C:21]([CH:24]=[CH:25][C:26]=1[Cl:27])[CH2:22][NH:23][C:2]1[C:11]2[C:6](=[C:7]([O:12][C:13]([F:16])([F:15])[F:14])[CH:8]=[CH:9][CH:10]=2)[N:5]=[C:4]([CH3:17])[CH:3]=1, predict the reactants needed to synthesize it. The reactants are: Cl[C:2]1[C:11]2[C:6](=[C:7]([O:12][C:13]([F:16])([F:15])[F:14])[CH:8]=[CH:9][CH:10]=2)[N:5]=[C:4]([CH3:17])[CH:3]=1.[Cl:18][C:19]1[CH:20]=[C:21]([CH:24]=[CH:25][C:26]=1[Cl:27])[CH2:22][NH2:23]. (7) Given the product [CH3:4][CH:5]([CH3:12])[CH2:6][CH2:7]/[C:8](=[CH:13]\[CH2:14][CH3:15])/[C:9](=[O:11])[CH3:10], predict the reactants needed to synthesize it. The reactants are: [Mg+2].[Cl-].[Cl-].[CH3:4][CH:5]([CH3:12])[CH2:6][CH2:7][CH2:8][C:9](=[O:11])[CH3:10].[CH:13](=O)[CH2:14][CH3:15].OP(O)(O)=O.